Dataset: Forward reaction prediction with 1.9M reactions from USPTO patents (1976-2016). Task: Predict the product of the given reaction. (1) Given the reactants N(C(OCC)=O)=[N:2][C:3](OCC)=[O:4].[OH2:13].[C:14]1([CH3:20])[CH:19]=[CH:18][CH:17]=[CH:16][CH:15]=1, predict the reaction product. The product is: [C:20]1(=[O:13])[NH:2][C:3](=[O:4])[C:19]2=[CH:18][CH:17]=[CH:16][CH:15]=[C:14]12. (2) Given the reactants [F:1][C:2]1[CH:7]=[CH:6][C:5]([C:8]2[S:12][C:11]3[CH:13]=[C:14]([O:17][CH3:18])[CH:15]=[CH:16][C:10]=3[C:9]=2[O:19][C:20]2[CH:33]=[CH:32][C:23](/[CH:24]=[CH:25]/[C:26]3O[C:28]([CH3:31])=[N:29][N:30]=3)=[CH:22][CH:21]=2)=[C:4]([CH3:34])[CH:3]=1.FC(F)(F)C([O-])=O.[NH4+:42], predict the reaction product. The product is: [F:1][C:2]1[CH:7]=[CH:6][C:5]([C:8]2[S:12][C:11]3[CH:13]=[C:14]([O:17][CH3:18])[CH:15]=[CH:16][C:10]=3[C:9]=2[O:19][C:20]2[CH:33]=[CH:32][C:23](/[CH:24]=[CH:25]/[C:26]3[NH:42][C:28]([CH3:31])=[N:29][N:30]=3)=[CH:22][CH:21]=2)=[C:4]([CH3:34])[CH:3]=1.